This data is from Reaction yield outcomes from USPTO patents with 853,638 reactions. The task is: Predict the reaction yield, written as a fraction of the theoretical maximum amount of product (1.0 means a 100% yield; for example, 0.34 means a 34% yield). (1) The reactants are [NH:1]1[CH:5]=[N:4][C:3]([CH2:6][C:7]([O:9]CC)=[O:8])=[N:2]1.[OH-].[Na+].O.CO. The product is [NH:1]1[CH:5]=[N:4][C:3]([CH2:6][C:7]([OH:9])=[O:8])=[N:2]1. The yield is 0.500. The catalyst is C1COCC1. (2) The product is [ClH:16].[NH2:2][CH2:1][C:3]1[CH:8]=[CH:7][C:6]([F:9])=[CH:5][C:4]=1[O:10][C:11](=[O:15])[N:12]([CH3:13])[CH3:14]. The catalyst is C(OCC)(=O)C.C(O)C.[Pd]. The reactants are [C:1]([C:3]1[CH:8]=[CH:7][C:6]([F:9])=[CH:5][C:4]=1[O:10][C:11](=[O:15])[N:12]([CH3:14])[CH3:13])#[N:2].[ClH:16].[H][H]. The yield is 0.380. (3) The catalyst is CN(C=O)C. The product is [C:15]([O:19][C:20]([N:22]1[CH2:23][CH2:24][CH:25]([CH2:28][C:29]2[N:33]3[CH:34]=[C:35]([O:12][C@H:5]4[C:6]5[C:11](=[CH:10][CH:9]=[CH:8][CH:7]=5)[C@@H:2]([NH2:1])[CH2:3][CH2:4]4)[CH:36]=[CH:37][C:32]3=[N:31][N:30]=2)[CH2:26][CH2:27]1)=[O:21])([CH3:18])([CH3:16])[CH3:17]. The reactants are [NH2:1][C@@H:2]1[C:11]2[C:6](=[CH:7][CH:8]=[CH:9][CH:10]=2)[C@H:5]([OH:12])[CH2:4][CH2:3]1.[H-].[Na+].[C:15]([O:19][C:20]([N:22]1[CH2:27][CH2:26][CH:25]([CH2:28][C:29]2[N:33]3[CH:34]=[C:35](F)[CH:36]=[CH:37][C:32]3=[N:31][N:30]=2)[CH2:24][CH2:23]1)=[O:21])([CH3:18])([CH3:17])[CH3:16]. The yield is 0.440. (4) The reactants are Br[C:2]1[CH:3]=[C:4]([C:9]2[CH2:10][C:11]([C:18]3[CH:23]=[C:22]([Cl:24])[CH:21]=[C:20]([Cl:25])[CH:19]=3)([C:14]([F:17])([F:16])[F:15])[CH2:12][N:13]=2)[CH:5]=[CH:6][C:7]=1[F:8].C(OCC)(=O)C.[CH3:32][N:33](C=O)C. The catalyst is [C-]#N.[C-]#N.[Zn+2].C1C=CC([P]([Pd]([P](C2C=CC=CC=2)(C2C=CC=CC=2)C2C=CC=CC=2)([P](C2C=CC=CC=2)(C2C=CC=CC=2)C2C=CC=CC=2)[P](C2C=CC=CC=2)(C2C=CC=CC=2)C2C=CC=CC=2)(C2C=CC=CC=2)C2C=CC=CC=2)=CC=1. The product is [Cl:25][C:20]1[CH:19]=[C:18]([C:11]2([C:14]([F:17])([F:16])[F:15])[CH2:10][C:9]([C:4]3[CH:5]=[CH:6][C:7]([F:8])=[C:2]([CH:3]=3)[C:32]#[N:33])=[N:13][CH2:12]2)[CH:23]=[C:22]([Cl:24])[CH:21]=1. The yield is 0.320. (5) The reactants are [Br:1][C:2]1[CH:3]=[CH:4][C:5]2[O:10][CH2:9][C:8](=O)[NH:7][C:6]=2[C:12]=1[CH3:13].CO. The catalyst is C1COCC1. The product is [Br:1][C:2]1[CH:3]=[CH:4][C:5]2[O:10][CH2:9][CH2:8][NH:7][C:6]=2[C:12]=1[CH3:13]. The yield is 0.680. (6) The reactants are [CH3:1][O:2][C:3](=[O:14])[CH2:4][C:5]1[CH:10]=[C:9]([Br:11])[C:8]([OH:12])=[C:7]([Br:13])[CH:6]=1.C(N(CC)CC)C.F[B-](F)(F)F.[CH:27]([C:30]1[CH:31]=[C:32]([I+][C:32]2[CH:33]=[CH:34][C:35]([O:36][CH3:37])=[C:30]([CH:27]([CH3:29])[CH3:28])[CH:31]=2)[CH:33]=[CH:34][C:35]=1[O:36][CH3:37])([CH3:29])[CH3:28]. The catalyst is C(Cl)Cl.[Cu]. The product is [CH3:1][O:2][C:3](=[O:14])[CH2:4][C:5]1[CH:6]=[C:7]([Br:13])[C:8]([O:12][C:32]2[CH:33]=[CH:34][C:35]([O:36][CH3:37])=[C:30]([CH:27]([CH3:29])[CH3:28])[CH:31]=2)=[C:9]([Br:11])[CH:10]=1. The yield is 0.760. (7) The reactants are [Cl:1][C:2]1[N:7]=[CH:6][C:5]([CH2:8][N:9]2[CH:14]=[CH:13][CH:12]=[CH:11][C:10]2=[N:15][C:16](=S)[C:17]([F:20])([F:19])[F:18])=[CH:4][CH:3]=1.[CH3:22][NH2:23]. The catalyst is CO.C(=O)([O-])[O-].[Ag+2]. The product is [Cl:1][C:2]1[N:7]=[CH:6][C:5]([CH2:8][N:9]2[CH:14]=[CH:13][CH:12]=[CH:11][C:10]2=[N:15][C:16](=[N:23][CH3:22])[C:17]([F:20])([F:19])[F:18])=[CH:4][CH:3]=1. The yield is 0.560. (8) The reactants are [CH3:1][O:2][C:3]([N:6]1[N:10]=[N:9][C:8]([CH3:11])=[N:7]1)([CH3:5])[CH3:4].C([Li])CCC.CON(C)[C:20](=[O:39])[C:21]1[CH:26]=[CH:25][C:24]([CH2:27][NH:28][C@H:29]2[CH2:34][CH2:33][C@H:32]([C:35]([CH3:38])([CH3:37])[CH3:36])[CH2:31][CH2:30]2)=[CH:23][CH:22]=1. The catalyst is C1COCC1. The product is [C:35]([CH:32]1[CH2:31][CH2:30][CH:29]([NH:28][CH2:27][C:24]2[CH:25]=[CH:26][C:21]([C:20](=[O:39])[CH2:11][C:8]3[N:9]=[N:10][N:6]([C:3]([O:2][CH3:1])([CH3:5])[CH3:4])[N:7]=3)=[CH:22][CH:23]=2)[CH2:34][CH2:33]1)([CH3:38])([CH3:36])[CH3:37]. The yield is 1.00. (9) The reactants are FC1C=C2C(C(C3C=C4C(C=NN4CC4CCN([C:36](=[O:38])[CH3:37])CC4)=CC=3)=CN2S(C2C=CC=CC=2)(=O)=O)=CC=1.[F:39][C:40]1[CH:48]=[C:47]2[C:43]([C:44]([C:49]3[CH:57]=[CH:56][C:55]4[C:51](=[CH:52][N:53]([CH2:58][CH:59]5[CH2:64][CH2:63][NH:62][CH2:61][CH2:60]5)[N:54]=4)[CH:50]=3)=[CH:45][NH:46]2)=[CH:42][CH:41]=1. No catalyst specified. The product is [F:39][C:40]1[CH:48]=[C:47]2[C:43]([C:44]([C:49]3[CH:57]=[CH:56][C:55]4[C:51](=[CH:52][N:53]([CH2:58][CH:59]5[CH2:64][CH2:63][N:62]([C:36](=[O:38])[CH3:37])[CH2:61][CH2:60]5)[N:54]=4)[CH:50]=3)=[CH:45][NH:46]2)=[CH:42][CH:41]=1. The yield is 0.0400.